From a dataset of NCI-60 drug combinations with 297,098 pairs across 59 cell lines. Regression. Given two drug SMILES strings and cell line genomic features, predict the synergy score measuring deviation from expected non-interaction effect. Drug 1: CC1=CC=C(C=C1)C2=CC(=NN2C3=CC=C(C=C3)S(=O)(=O)N)C(F)(F)F. Drug 2: CN1C(=O)N2C=NC(=C2N=N1)C(=O)N. Cell line: A498. Synergy scores: CSS=0.00850, Synergy_ZIP=4.22, Synergy_Bliss=-2.85, Synergy_Loewe=-3.69, Synergy_HSA=-2.95.